Dataset: Full USPTO retrosynthesis dataset with 1.9M reactions from patents (1976-2016). Task: Predict the reactants needed to synthesize the given product. (1) The reactants are: NN1CN=CS1.C(N(CC)CC)C.ClS([N:18]=[C:19]=O)(=O)=O.[F-].[CH2:22]([N+:26](CCCC)([CH2:31]CCC)[CH2:27]CCC)[CH2:23][CH2:24][CH3:25].O1CCCC1. Given the product [CH3:27][N:26]([C:22]1[CH:23]=[CH:24][CH:25]=[CH:19][N:18]=1)[CH3:31], predict the reactants needed to synthesize it. (2) The reactants are: [Cl:1][C:2]1[CH:7]=[CH:6][C:5]([S:8]([CH:11]([C:15]2[CH:20]=[C:19]([F:21])[CH:18]=[CH:17][C:16]=2[F:22])[CH2:12][CH:13]=C)(=[O:10])=[O:9])=[CH:4][CH:3]=1.I([O-])(=O)(=O)=[O:24].[Na+].[BH4-].[Na+]. Given the product [Cl:1][C:2]1[CH:7]=[CH:6][C:5]([S:8]([CH:11]([C:15]2[CH:20]=[C:19]([F:21])[CH:18]=[CH:17][C:16]=2[F:22])[CH2:12][CH2:13][OH:24])(=[O:10])=[O:9])=[CH:4][CH:3]=1, predict the reactants needed to synthesize it.